This data is from Forward reaction prediction with 1.9M reactions from USPTO patents (1976-2016). The task is: Predict the product of the given reaction. (1) Given the reactants [CH3:1][C@H:2]1[NH:7][CH2:6][CH2:5][N:4]([C:8]2[CH:13]=[CH:12][C:11](CCC)=[CH:10][CH:9]=2)[CH2:3]1.BrC1C=C[C:21]([O:24]CCC)=[CH:20][CH:19]=1, predict the reaction product. The product is: [CH3:1][C@H:2]1[NH:7][CH2:6][CH2:5][N:4]([C:8]2[CH:9]=[CH:10][C:11]([O:24][CH2:21][CH2:20][CH3:19])=[CH:12][CH:13]=2)[CH2:3]1. (2) Given the reactants [NH2:1][C:2]1[C:7]([N+:8]([O-:10])=[O:9])=[C:6]([CH3:11])[CH:5]=[CH:4][N:3]=1.[H-].[Na+].Br[CH2:15][C:16]1[CH:21]=[CH:20][C:19]([C:22]2[C:23]([C:29]([O:31][CH3:32])=[O:30])=[C:24]([F:28])[CH:25]=[CH:26][CH:27]=2)=[C:18]([F:33])[CH:17]=1, predict the reaction product. The product is: [F:33][C:18]1[CH:17]=[C:16]([CH2:15][NH:1][C:2]2[C:7]([N+:8]([O-:10])=[O:9])=[C:6]([CH3:11])[CH:5]=[CH:4][N:3]=2)[CH:21]=[CH:20][C:19]=1[C:22]1[C:23]([C:29]([O:31][CH3:32])=[O:30])=[C:24]([F:28])[CH:25]=[CH:26][CH:27]=1. (3) Given the reactants Br[C:2]1[CH:3]=[N:4][C:5]([NH:8][CH2:9][C@@H:10]2[CH2:14][CH2:13][CH2:12][N:11]2[C:15]([C:17]2[N:18]=[C:19]([CH3:29])[S:20][C:21]=2[C:22]2[CH:27]=[CH:26][C:25]([F:28])=[CH:24][CH:23]=2)=[O:16])=[N:6][CH:7]=1.[F:30][C:31]([F:36])([F:35])C([O-])=O.[K+].C1(C)C=CC=CC=1.O.CCOCC, predict the reaction product. The product is: [F:28][C:25]1[CH:26]=[CH:27][C:22]([C:21]2[S:20][C:19]([CH3:29])=[N:18][C:17]=2[C:15]([N:11]2[CH2:12][CH2:13][CH2:14][C@H:10]2[CH2:9][NH:8][C:5]2[N:4]=[CH:3][C:2]([C:31]([F:36])([F:35])[F:30])=[CH:7][N:6]=2)=[O:16])=[CH:23][CH:24]=1. (4) The product is: [O:35]([C:3]1[CH:4]=[CH:5][S:1][C:2]=1[S:6]([NH2:9])(=[O:8])=[O:7])[C:30]1[CH:31]=[CH:32][CH:33]=[CH:34][CH:29]=1. Given the reactants [S:1]1[CH:5]=[CH:4][CH:3]=[C:2]1[S:6]([NH2:9])(=[O:8])=[O:7].C([O-])([O-])=O.[Cs+].[Cs+].C(C1([C:29]2[CH:34]=[CH:33][CH:32]=[CH:31][C:30]=2[OH:35])CNCCN1C([O-])=O)(C)(C)C, predict the reaction product. (5) The product is: [CH3:1][O:2][C:3](=[O:25])[CH2:4][C:5]1[CH:14]=[C:13]([OH:15])[C:12]2[C:7](=[CH:8][CH:9]=[C:10]([F:23])[CH:11]=2)[C:6]=1[CH3:24]. Given the reactants [CH3:1][O:2][C:3](=[O:25])[CH2:4][C:5]1[CH:14]=[C:13]([O:15]CC2C=CC=CC=2)[C:12]2[C:7](=[CH:8][CH:9]=[C:10]([F:23])[CH:11]=2)[C:6]=1[CH3:24], predict the reaction product. (6) Given the reactants [Cl:1][C:2]1[C:3]2[N:4]([CH:18]=[N:19][CH:20]=2)[C:5]([C:11]2[CH:16]=[CH:15][CH:14]=[C:13]([F:17])[CH:12]=2)=[C:6]([C:8]([OH:10])=O)[CH:7]=1.C(N(CC)C(C)C)(C)C.Cl.[CH3:31][NH:32][O:33][CH3:34].ON1C2N=CC=CC=2N=N1.Cl.CN(C)CCCN=C=NCC.C(=O)(O)[O-].[Na+], predict the reaction product. The product is: [Cl:1][C:2]1[C:3]2[N:4]([CH:18]=[N:19][CH:20]=2)[C:5]([C:11]2[CH:16]=[CH:15][CH:14]=[C:13]([F:17])[CH:12]=2)=[C:6]([C:8]([N:32]([O:33][CH3:34])[CH3:31])=[O:10])[CH:7]=1. (7) Given the reactants C(=O)([O-])O.[Na+].Cl.[NH2:7][OH:8].[CH:9]([C:12]1[N:17]=[C:16]([C:18]#[N:19])[CH:15]=[C:14]([C:20]([F:23])([F:22])[F:21])[N:13]=1)([CH3:11])[CH3:10], predict the reaction product. The product is: [CH:9]([C:12]1[N:17]=[C:16]([C:18](=[N:7][OH:8])[NH2:19])[CH:15]=[C:14]([C:20]([F:22])([F:23])[F:21])[N:13]=1)([CH3:11])[CH3:10].